This data is from KCNQ2 potassium channel screen with 302,405 compounds. The task is: Binary Classification. Given a drug SMILES string, predict its activity (active/inactive) in a high-throughput screening assay against a specified biological target. The drug is S(=O)(=O)(N)c1ccc(NC(=O)c2oc(COc3ccccc3)cc2)cc1. The result is 0 (inactive).